Dataset: Full USPTO retrosynthesis dataset with 1.9M reactions from patents (1976-2016). Task: Predict the reactants needed to synthesize the given product. (1) Given the product [C:1]([O:5][C:6]([N:8]1[CH2:13][CH2:12][CH2:11][CH:10]([N:14]2[C:27]3[CH:26]=[C:25]([Cl:28])[CH:24]=[CH:23][C:22]=3[S:21][C:16]3[C:15]2=[CH:20][CH:19]=[CH:18][CH:17]=3)[CH2:9]1)=[O:7])([CH3:3])([CH3:2])[CH3:4], predict the reactants needed to synthesize it. The reactants are: [C:1]([O:5][C:6]([N:8]1[CH2:13][CH2:12][CH2:11][CH:10]([NH:14][C:15]2[CH:20]=[CH:19][CH:18]=[CH:17][C:16]=2[S:21][C:22]2[CH:27]=[CH:26][C:25]([Cl:28])=[CH:24][C:23]=2Cl)[CH2:9]1)=[O:7])([CH3:4])([CH3:3])[CH3:2].C(=O)([O-])[O-].[Cs+].[Cs+].N#N. (2) The reactants are: [CH3:1][C:2]1[S:6][C:5]([NH:7][C:8]([C:10]2[S:14][C:13]([C@@H:15]3[CH2:17][C@H:16]3[NH:18][C:19](=O)OC(C(C)(C)C)C3CC3)=[CH:12][CH:11]=2)=[O:9])=[N:4][N:3]=1.[ClH:30].C(O[CH2:35][CH3:36])(=O)C.[C:37](OCC)(=O)C. Given the product [ClH:30].[ClH:30].[CH:36]1([CH2:19][NH:18][C@@H:16]2[CH2:17][C@H:15]2[C:13]2[S:14][C:10]([C:8]([NH:7][C:5]3[S:6][C:2]([CH3:1])=[N:3][N:4]=3)=[O:9])=[CH:11][CH:12]=2)[CH2:35][CH2:37]1, predict the reactants needed to synthesize it. (3) Given the product [N:25]([C@@H:28]([C@H:32]([C:40]1[CH:41]=[C:42]([F:47])[CH:43]=[C:44]([F:46])[CH:45]=1)[C:33]1[CH:38]=[CH:37][C:36]([F:39])=[CH:35][CH:34]=1)[C:29]([NH:1][C:2]1[CH:23]=[CH:22][CH:21]=[C:20]([F:24])[C:3]=1[CH2:4][CH2:5][C@H:6]1[CH2:10][O:9][C:8]([CH3:11])([CH3:12])[N:7]1[C:13]([O:15][C:16]([CH3:19])([CH3:17])[CH3:18])=[O:14])=[O:30])=[N+:26]=[N-:27], predict the reactants needed to synthesize it. The reactants are: [NH2:1][C:2]1[CH:23]=[CH:22][CH:21]=[C:20]([F:24])[C:3]=1[CH2:4][CH2:5][C@H:6]1[CH2:10][O:9][C:8]([CH3:12])([CH3:11])[N:7]1[C:13]([O:15][C:16]([CH3:19])([CH3:18])[CH3:17])=[O:14].[N:25]([C@@H:28]([C@H:32]([C:40]1[CH:45]=[C:44]([F:46])[CH:43]=[C:42]([F:47])[CH:41]=1)[C:33]1[CH:38]=[CH:37][C:36]([F:39])=[CH:35][CH:34]=1)[C:29](O)=[O:30])=[N+:26]=[N-:27].O=P(Cl)(Cl)Cl. (4) The reactants are: C(OC([N:8]1[CH2:13][CH2:12][C:11]2([CH2:18][CH2:17][N:16]([C:19]3[CH:24]=[CH:23][C:22]([F:25])=[C:21]([Cl:26])[CH:20]=3)[CH2:15][CH2:14]2)[CH2:10][CH2:9]1)=O)(C)(C)C.[C:27]([OH:34])(=[O:33])/[CH:28]=[CH:29]/[C:30]([OH:32])=[O:31]. Given the product [C:27]([OH:34])(=[O:33])/[CH:28]=[CH:29]/[C:30]([OH:32])=[O:31].[Cl:26][C:21]1[CH:20]=[C:19]([N:16]2[CH2:15][CH2:14][C:11]3([CH2:12][CH2:13][NH:8][CH2:9][CH2:10]3)[CH2:18][CH2:17]2)[CH:24]=[CH:23][C:22]=1[F:25], predict the reactants needed to synthesize it. (5) The reactants are: [C:1]1([C:7]2[O:11][C:10]([CH2:12][CH2:13][C:14]([OH:16])=O)=[N:9][N:8]=2)[CH:6]=[CH:5][CH:4]=[CH:3][CH:2]=1.[CH2:17]([N:22]1[C:30]2[N:29]=[CH:28][NH:27][C:26]=2[C:25](=[O:31])[NH:24]/[C:23]/1=[N:32]\[NH2:33])[CH2:18][CH2:19][CH2:20][CH3:21].F[P-](F)(F)(F)(F)F.N1(O[P+](N(C)C)(N(C)C)N(C)C)C2C=CC=CC=2N=N1.C(N(CC)C(C)C)(C)C. Given the product [O:31]=[C:25]1[NH:24]/[C:23](=[N:32]\[NH:33][C:14](=[O:16])[CH2:13][CH2:12][C:10]2[O:11][C:7]([C:1]3[CH:2]=[CH:3][CH:4]=[CH:5][CH:6]=3)=[N:8][N:9]=2)/[N:22]([CH2:17][CH2:18][CH2:19][CH2:20][CH3:21])[C:30]2[N:29]=[CH:28][NH:27][C:26]1=2, predict the reactants needed to synthesize it. (6) Given the product [Br:1][C:2]1[CH:7]=[CH:6][CH:5]=[C:4]([S:11][CH3:10])[C:3]=1[CH3:9], predict the reactants needed to synthesize it. The reactants are: [Br:1][C:2]1[CH:7]=[CH:6][CH:5]=[C:4](F)[C:3]=1[CH3:9].[CH3:10][S-:11].[Na+].C(=O)([O-])[O-].[Na+].[Na+]. (7) Given the product [C:1]([NH:5][C:6]([C:8]1[S:25][C:11]2[N:12]=[C:13]([S:23][CH3:24])[N:14]=[C:15]([C:16]3[CH:21]=[CH:20][CH:19]=[C:18]([NH:22][C:28]([O:30][CH2:31][CH:32]=[CH2:33])=[O:29])[CH:17]=3)[C:10]=2[C:9]=1[NH2:26])=[O:7])([CH3:4])([CH3:2])[CH3:3], predict the reactants needed to synthesize it. The reactants are: [C:1]([NH:5][C:6]([C:8]1[S:25][C:11]2[N:12]=[C:13]([S:23][CH3:24])[N:14]=[C:15]([C:16]3[CH:21]=[CH:20][CH:19]=[C:18]([NH2:22])[CH:17]=3)[C:10]=2[C:9]=1[NH2:26])=[O:7])([CH3:4])([CH3:3])[CH3:2].Cl[C:28]([O:30][CH2:31][CH:32]=[CH2:33])=[O:29]. (8) Given the product [C:1]([O:5][C:6]([N:8]1[CH2:13][CH2:12][CH:11]([CH2:14][C:15]#[CH:16])[CH2:10][CH2:9]1)=[O:7])([CH3:4])([CH3:3])[CH3:2], predict the reactants needed to synthesize it. The reactants are: [C:1]([O:5][C:6]([N:8]1[CH2:13][CH2:12][CH:11]([CH2:14][CH:15]=[C:16](Br)Br)[CH2:10][CH2:9]1)=[O:7])([CH3:4])([CH3:3])[CH3:2].C([Li])CCC. (9) Given the product [NH2:8][C:9]1[C:10]([C:31]([NH:33][C:34]2[C:39]([N:40]3[CH2:41][CH2:42][C:43]([NH2:46])([CH3:53])[CH2:44][CH2:45]3)=[CH:38][CH:37]=[CH:36][N:35]=2)=[O:32])=[N:11][C:12]([C:15]2[C:24]3[C:19](=[CH:20][CH:21]=[CH:22][CH:23]=3)[CH:18]=[C:17]([N:25]3[CH2:26][CH2:27][O:28][CH2:29][CH2:30]3)[N:16]=2)=[CH:13][N:14]=1, predict the reactants needed to synthesize it. The reactants are: C(O)(C(F)(F)F)=O.[NH2:8][C:9]1[C:10]([C:31]([NH:33][C:34]2[C:39]([N:40]3[CH2:45][CH2:44][C:43]([CH3:53])([NH:46]C(=O)C(C)(C)C)[CH2:42][CH2:41]3)=[CH:38][CH:37]=[CH:36][N:35]=2)=[O:32])=[N:11][C:12]([C:15]2[C:24]3[C:19](=[CH:20][CH:21]=[CH:22][CH:23]=3)[CH:18]=[C:17]([N:25]3[CH2:30][CH2:29][O:28][CH2:27][CH2:26]3)[N:16]=2)=[CH:13][N:14]=1.